From a dataset of Forward reaction prediction with 1.9M reactions from USPTO patents (1976-2016). Predict the product of the given reaction. Given the reactants C[Al](C)C.[CH3:5][N:6]([CH2:8][C:9]1[CH:18]=[CH:17][C:16]2[C:11](=[CH:12][CH:13]=[C:14]([NH2:19])[CH:15]=2)[N:10]=1)[CH3:7].[Cl:20][C:21]1[CH:26]=[CH:25][C:24]([C:27]2[S:31][C:30]([C:32](OC)=[O:33])=[C:29](/[N:36]=[CH:37]/N(C)C)[CH:28]=2)=[CH:23][CH:22]=1.[OH-].[Na+], predict the reaction product. The product is: [Cl:20][C:21]1[CH:22]=[CH:23][C:24]([C:27]2[S:31][C:30]3[C:32](=[O:33])[N:19]([C:14]4[CH:15]=[C:16]5[C:11](=[CH:12][CH:13]=4)[N:10]=[C:9]([CH2:8][N:6]([CH3:5])[CH3:7])[CH:18]=[CH:17]5)[CH:37]=[N:36][C:29]=3[CH:28]=2)=[CH:25][CH:26]=1.